Dataset: Forward reaction prediction with 1.9M reactions from USPTO patents (1976-2016). Task: Predict the product of the given reaction. (1) Given the reactants C([O:5][C:6](=[O:37])[C:7]([CH3:36])([S:9][C:10]1[CH:35]=[CH:34][C:13]([C:14]([O:16][CH2:17][C:18]2[N:19]=[N:20][N:21]([CH2:23][C:24]3[CH:29]=[CH:28][C:27]([C:30]([F:33])([F:32])[F:31])=[CH:26][CH:25]=3)[CH:22]=2)=[O:15])=[CH:12][CH:11]=1)[CH3:8])(C)(C)C.Cl, predict the reaction product. The product is: [CH3:36][C:7]([S:9][C:10]1[CH:35]=[CH:34][C:13]([C:14]([O:16][CH2:17][C:18]2[N:19]=[N:20][N:21]([CH2:23][C:24]3[CH:25]=[CH:26][C:27]([C:30]([F:33])([F:32])[F:31])=[CH:28][CH:29]=3)[CH:22]=2)=[O:15])=[CH:12][CH:11]=1)([CH3:8])[C:6]([OH:37])=[O:5]. (2) Given the reactants C(OC(=O)[NH:7][CH2:8][C:9]1[CH:14]=[CH:13][C:12]([CH2:15][C:16]2[C:17]([F:31])=[C:18]([C:24]3[CH:29]=[CH:28][CH:27]=[C:26]([Cl:30])[CH:25]=3)[C:19]([O:22][CH3:23])=[CH:20][CH:21]=2)=[CH:11][N:10]=1)(C)(C)C.Cl, predict the reaction product. The product is: [Cl:30][C:26]1[CH:25]=[C:24]([C:18]2[C:19]([O:22][CH3:23])=[CH:20][CH:21]=[C:16]([CH2:15][C:12]3[CH:13]=[CH:14][C:9]([CH2:8][NH2:7])=[N:10][CH:11]=3)[C:17]=2[F:31])[CH:29]=[CH:28][CH:27]=1. (3) Given the reactants [NH2:1][C:2]1[C:6]([C:7]([C:9]2[S:10][CH:11]=[CH:12][CH:13]=2)=[O:8])=[CH:5][NH:4][N:3]=1.[CH3:14][NH:15][C:16](=[O:18])[CH3:17].[CH3:19][C:20]([CH3:22])=O, predict the reaction product. The product is: [CH3:17][C:16]([N:15]([C:19]1[CH:5]=[CH:6][CH:2]=[C:22]([C:7]2[N:3]3[N:4]=[CH:5][C:6]([C:7]([C:9]4[S:10][CH:11]=[CH:12][CH:13]=4)=[O:8])=[C:2]3[N:1]=[CH:13][CH:9]=2)[CH:20]=1)[CH3:14])=[O:18]. (4) Given the reactants [CH2:1]([O:8][C:9](=[O:29])[C@H:10]([CH2:19][C:20]1[C:28]2[C:23](=[CH:24][CH:25]=[CH:26][CH:27]=2)[NH:22][CH:21]=1)[NH:11][C:12]([O:14][C:15]([CH3:18])([CH3:17])[CH3:16])=[O:13])[C:2]1[CH:7]=[CH:6][CH:5]=[CH:4][CH:3]=1.ICC[CH2:33][CH2:34][CH2:35][CH3:36].[C:37](=O)([O-])[O-].[Cs+].[Cs+], predict the reaction product. The product is: [CH2:1]([O:8][C:9](=[O:29])[C@@H:10]([NH:11][C:12]([O:14][C:15]([CH3:16])([CH3:18])[CH3:17])=[O:13])[CH2:19][C:20]1[C:28]2[C:23](=[CH:24][CH:25]=[CH:26][CH:27]=2)[N:22]([CH2:33][CH2:34][CH:35]([CH3:36])[CH3:37])[CH:21]=1)[C:2]1[CH:7]=[CH:6][CH:5]=[CH:4][CH:3]=1. (5) Given the reactants [C:1](O)(=[O:3])[CH3:2].[NH2:5][C:6]1[C:11]2[C:12](=[O:29])[N:13]([C:17]3[CH:22]=[CH:21][C:20]([CH:23]4[CH2:28][CH2:27][NH:26][CH2:25][CH2:24]4)=[CH:19][CH:18]=3)[CH2:14][CH2:15][O:16][C:10]=2[N:9]=[CH:8][N:7]=1.C[NH3+].F[P-](F)(F)(F)(F)F.N1(OC(N(C)C)=[N+](C)C)C2N=CC=CC=2N=N1.F[P-](F)(F)(F)(F)F.C(N(CC)CC)C, predict the reaction product. The product is: [C:1]([N:26]1[CH2:25][CH2:24][CH:23]([C:20]2[CH:19]=[CH:18][C:17]([N:13]3[C:12](=[O:29])[C:11]4[C:6]([NH2:5])=[N:7][CH:8]=[N:9][C:10]=4[O:16][CH2:15][CH2:14]3)=[CH:22][CH:21]=2)[CH2:28][CH2:27]1)(=[O:3])[CH3:2]. (6) Given the reactants [Cl:1][C:2]1[CH:3]=[C:4]([C:9]2[CH:17]=[CH:16][CH:15]=[C:14]3[C:10]=2[CH2:11][C:12](=[O:18])[NH:13]3)[CH:5]=[CH:6][C:7]=1[F:8].[OH:19][CH:20]([CH2:33][N:34]1[CH2:38][CH2:37][CH2:36][CH2:35]1)[CH2:21][NH:22][C:23]([C:25]1[CH:29]=[C:28]([CH3:30])[NH:27][C:26]=1[CH:31]=O)=[O:24].N1CCCCC1, predict the reaction product. The product is: [OH:19][CH:20]([CH2:33][N:34]1[CH2:35][CH2:36][CH2:37][CH2:38]1)[CH2:21][NH:22][C:23]([C:25]1[CH:29]=[C:28]([CH3:30])[NH:27][C:26]=1/[CH:31]=[C:11]1\[C:12](=[O:18])[NH:13][C:14]2[C:10]\1=[C:9]([C:4]1[CH:5]=[CH:6][C:7]([F:8])=[C:2]([Cl:1])[CH:3]=1)[CH:17]=[CH:16][CH:15]=2)=[O:24]. (7) The product is: [CH2:2]([O:4][C:5]([C:7]1[C:8]2[S:16][CH:15]=[C:14]([CH2:17][O:18][C:19]3[CH:24]=[C:23]([O:25][CH2:26][C:27]4[CH:28]=[CH:29][C:30]([Cl:33])=[CH:31][CH:32]=4)[CH:22]=[CH:21][C:20]=3[Cl:34])[C:9]=2[C:10]([NH2:1])=[N:11][CH:12]=1)=[O:6])[CH3:3]. Given the reactants [NH3:1].[CH2:2]([O:4][C:5]([C:7]1[C:8]2[S:16][CH:15]=[C:14]([CH2:17][O:18][C:19]3[CH:24]=[C:23]([O:25][CH2:26][C:27]4[CH:32]=[CH:31][C:30]([Cl:33])=[CH:29][CH:28]=4)[CH:22]=[CH:21][C:20]=3[Cl:34])[C:9]=2[C:10](Cl)=[N:11][CH:12]=1)=[O:6])[CH3:3], predict the reaction product.